From a dataset of Cav3 T-type calcium channel HTS with 100,875 compounds. Binary Classification. Given a drug SMILES string, predict its activity (active/inactive) in a high-throughput screening assay against a specified biological target. (1) The molecule is o1c2c(c(CN3CCC(CC3)C)cc1=O)ccc(c2)C. The result is 0 (inactive). (2) The compound is O(CCN(C)C)c1c(c2ccccc2)cccc1. The result is 0 (inactive). (3) The compound is Brc1ccc(C(=O)c2c(N3CCN(CC3)C)ccc([N+]([O-])=O)c2)cc1. The result is 0 (inactive). (4) The drug is O(C(=O)C=1C(n2[nH]cnc2=NC1C)c1cccnc1)CC. The result is 0 (inactive). (5) The molecule is O(C(=O)C1(NC(=O)CC1c1ccccc1)C(O)=O)CC. The result is 0 (inactive). (6) The molecule is s1c2nc(cc(c2c(NC(=O)c2occc2)c1C(OCC)=O)C)C. The result is 0 (inactive). (7) The drug is S(c1oc2c(n1)cccc2)CC(=O)Nc1sc(nn1)C. The result is 0 (inactive).